This data is from Forward reaction prediction with 1.9M reactions from USPTO patents (1976-2016). The task is: Predict the product of the given reaction. (1) Given the reactants [NH:1]1[CH2:4][CH:3]([C:5]([C:13]2[CH:14]=[C:15]3[C:20](=[CH:21][CH:22]=2)[N:19]=[C:18]([O:23][CH3:24])[C:17]([CH2:25][C:26]2[CH:31]=[CH:30][C:29]([C:32]([F:35])([F:34])[F:33])=[CH:28][CH:27]=2)=[C:16]3[Cl:36])([C:7]2[N:11]([CH3:12])[N:10]=[N:9][CH:8]=2)[OH:6])[CH2:2]1.C=O.[C:39](O)(=O)C.C([BH3-])#N.[Na+], predict the reaction product. The product is: [Cl:36][C:16]1[C:15]2[C:20](=[CH:21][CH:22]=[C:13]([C:5]([C:7]3[N:11]([CH3:12])[N:10]=[N:9][CH:8]=3)([CH:3]3[CH2:4][N:1]([CH3:39])[CH2:2]3)[OH:6])[CH:14]=2)[N:19]=[C:18]([O:23][CH3:24])[C:17]=1[CH2:25][C:26]1[CH:27]=[CH:28][C:29]([C:32]([F:33])([F:35])[F:34])=[CH:30][CH:31]=1. (2) Given the reactants [C:1]([O:4][C@H:5]1[C@H:10]([O:11][C:12](=[O:14])[CH3:13])[C@@H:9]([O:15][C:16](=[O:18])[CH3:17])[C@H:8]([N:19]2[C:27]3[C:22](=[CH:23][CH:24]=[CH:25][CH:26]=3)[CH:21]=[CH:20]2)[O:7][C@@H:6]1[CH2:28][O:29][C:30](=[O:32])[CH3:31])(=[O:3])[CH3:2].CN([CH:36]=[O:37])C.P(Cl)(Cl)(Cl)=O, predict the reaction product. The product is: [C:1]([O:4][CH:5]1[CH:10]([O:11][C:12](=[O:14])[CH3:13])[CH:9]([O:15][C:16](=[O:18])[CH3:17])[CH:8]([N:19]2[C:27]3[C:22](=[CH:23][CH:24]=[CH:25][CH:26]=3)[C:21]([CH:36]=[O:37])=[CH:20]2)[O:7][CH:6]1[CH2:28][O:29][C:30](=[O:32])[CH3:31])(=[O:3])[CH3:2]. (3) Given the reactants [C:1]([C:5]1[C:6]([NH2:14])=[N:7][N:8]2[CH:13]=[CH:12][CH:11]=[N:10][C:9]=12)([CH3:4])([CH3:3])[CH3:2].[CH:15]([C:18]1[CH:23]=[CH:22][C:21]([CH2:24][C:25](O)=[O:26])=[CH:20][CH:19]=1)([CH3:17])[CH3:16], predict the reaction product. The product is: [C:1]([C:5]1[C:6]([NH:14][C:25](=[O:26])[CH2:24][C:21]2[CH:22]=[CH:23][C:18]([CH:15]([CH3:16])[CH3:17])=[CH:19][CH:20]=2)=[N:7][N:8]2[CH:13]=[CH:12][CH:11]=[N:10][C:9]=12)([CH3:4])([CH3:2])[CH3:3]. (4) Given the reactants [CH2:1]([N:8]1[C:16]2[C:11](=[CH:12][C:13]([C:17]3[CH:22]=[CH:21][C:20]([OH:23])=[CH:19][CH:18]=3)=[CH:14][CH:15]=2)[C:10]([CH2:24][CH2:25][CH2:26][CH2:27][CH3:28])=[C:9]1[C:29]1[CH:34]=[CH:33][CH:32]=[CH:31][CH:30]=1)[C:2]1[CH:7]=[CH:6][CH:5]=[CH:4][CH:3]=1.C([O-])([O-])=O.[K+].[K+].Br[CH2:42][C:43]([O:45][CH3:46])=[O:44], predict the reaction product. The product is: [CH3:46][O:45][C:43](=[O:44])[CH2:42][O:23][C:20]1[CH:21]=[CH:22][C:17]([C:13]2[CH:12]=[C:11]3[C:16](=[CH:15][CH:14]=2)[N:8]([CH2:1][C:2]2[CH:3]=[CH:4][CH:5]=[CH:6][CH:7]=2)[C:9]([C:29]2[CH:30]=[CH:31][CH:32]=[CH:33][CH:34]=2)=[C:10]3[CH2:24][CH2:25][CH2:26][CH2:27][CH3:28])=[CH:18][CH:19]=1. (5) Given the reactants [NH2:1][C:2]1[CH:8]=[CH:7][C:5]([OH:6])=[CH:4][C:3]=1[OH:9].C(O[C:13](S)=[S:14])C.[OH-].[K+].Cl, predict the reaction product. The product is: [SH:14][C:13]1[O:9][C:3]2[CH:4]=[C:5]([OH:6])[CH:7]=[CH:8][C:2]=2[N:1]=1. (6) Given the reactants C(O[CH:4](OCC)[C:5]1[C:13]2[C:8](=[CH:9][N:10]=[C:11]([C:14]3[CH:15]=[N:16][CH:17]=[C:18]([CH2:20][N:21]([CH3:23])[CH3:22])[CH:19]=3)[CH:12]=2)[N:7](C(OC(C)(C)C)=O)[N:6]=1)C.[N:34]1([C:40]2[CH:45]=[CH:44][CH:43]=[C:42]([NH2:46])[C:41]=2[NH2:47])[CH2:39][CH2:38][CH2:37][CH2:36][CH2:35]1, predict the reaction product. The product is: [CH3:23][N:21]([CH3:22])[CH2:20][C:18]1[CH:17]=[N:16][CH:15]=[C:14]([C:11]2[CH:12]=[C:13]3[C:5]([C:4]4[NH:46][C:42]5[CH:43]=[CH:44][CH:45]=[C:40]([N:34]6[CH2:39][CH2:38][CH2:37][CH2:36][CH2:35]6)[C:41]=5[N:47]=4)=[N:6][NH:7][C:8]3=[CH:9][N:10]=2)[CH:19]=1. (7) Given the reactants C(O[CH:4]=[CH:5][C:6]([O:8][CH2:9][CH3:10])=[O:7])C.C1C(=O)N(Br)C(=O)C1.[N:19]1[N:20]([C:24]2[CH:41]=[CH:40][CH:39]=[CH:38][C:25]=2[C:26]([N:28]2[C@H:33]([CH3:34])[CH2:32][CH2:31][C@@H:30]([C:35](=[S:37])[NH2:36])[CH2:29]2)=[O:27])[N:21]=[CH:22][CH:23]=1, predict the reaction product. The product is: [N:19]1[N:20]([C:24]2[CH:41]=[CH:40][CH:39]=[CH:38][C:25]=2[C:26]([N:28]2[C@H:33]([CH3:34])[CH2:32][CH2:31][CH:30]([C:35]3[S:37][C:5]([C:6]([O:8][CH2:9][CH3:10])=[O:7])=[CH:4][N:36]=3)[CH2:29]2)=[O:27])[N:21]=[CH:22][CH:23]=1. (8) Given the reactants [Cl:1][C:2]1[CH:3]=[C:4]([C:8]#[C:9][CH:10]=[N:11][OH:12])[CH:5]=[CH:6][CH:7]=1.ClN1C(=O)CCC1=O.O.[N:22]1([C:27]([O:29][C:30]([CH3:33])([CH3:32])[CH3:31])=[O:28])[CH:26]=[CH:25][CH2:24][CH2:23]1, predict the reaction product. The product is: [C:30]([O:29][C:27]([N:22]1[CH:26]2[CH:25]([C:10]([C:9]#[C:8][C:4]3[CH:5]=[CH:6][CH:7]=[C:2]([Cl:1])[CH:3]=3)=[N:11][O:12]2)[CH2:24][CH2:23]1)=[O:28])([CH3:33])([CH3:31])[CH3:32]. (9) Given the reactants [CH3:1][O:2][C:3]1[CH:12]=[CH:11][CH:10]=[C:9]2[C:4]=1[CH2:5][CH2:6][CH2:7][C:8]2=O.Cl.[OH:15][NH2:16].C([O-])(=O)C.[Na+].O, predict the reaction product. The product is: [CH3:1][O:2][C:3]1[CH:12]=[CH:11][CH:10]=[C:9]2[C:4]=1[CH2:5][CH2:6][CH2:7][C:8]2=[N:16][OH:15]. (10) Given the reactants C[O:2][C:3]1[CH:4]=[C:5]([CH2:20]O)[C:6]2[O:10][C:9]([C:11]3[CH:16]=[CH:15][C:14]([O:17]C)=[CH:13][CH:12]=3)=[N:8][C:7]=2[CH:19]=1.B(Br)(Br)[Br:23], predict the reaction product. The product is: [Br:23][CH2:20][C:5]1[C:6]2[O:10][C:9]([C:11]3[CH:16]=[CH:15][C:14]([OH:17])=[CH:13][CH:12]=3)=[N:8][C:7]=2[CH:19]=[C:3]([OH:2])[CH:4]=1.